Dataset: Full USPTO retrosynthesis dataset with 1.9M reactions from patents (1976-2016). Task: Predict the reactants needed to synthesize the given product. (1) The reactants are: [Cl:1][C:2]1[CH:7]=[CH:6][C:5]([C:8]2[S:9][C:10]([C:17]([C:19]3[O:20][CH:21]=[CH:22][CH:23]=3)=[O:18])=[CH:11][C:12]=2[CH2:13][C:14]([OH:16])=[O:15])=[CH:4][CH:3]=1.C[O-].[Na+:26].O. Given the product [Cl:1][C:2]1[CH:7]=[CH:6][C:5]([C:8]2[S:9][C:10]([C:17]([C:19]3[O:20][CH:21]=[CH:22][CH:23]=3)=[O:18])=[CH:11][C:12]=2[CH2:13][C:14]([O-:16])=[O:15])=[CH:4][CH:3]=1.[Na+:26], predict the reactants needed to synthesize it. (2) Given the product [ClH:14].[OH:23][C:18]1[CH:19]=[CH:20][CH:21]=[CH:22][C:17]=1[NH:16][CH2:15][CH2:5][C:6]([C:8]1[CH:13]=[CH:12][CH:11]=[C:10]([Cl:14])[CH:9]=1)=[O:7], predict the reactants needed to synthesize it. The reactants are: Cl.CN([CH:5]([CH3:15])[C:6]([C:8]1[CH:13]=[CH:12][CH:11]=[C:10]([Cl:14])[CH:9]=1)=[O:7])C.[NH2:16][C:17]1[CH:22]=[CH:21][CH:20]=[CH:19][C:18]=1[OH:23].